Task: Predict the reactants needed to synthesize the given product.. Dataset: Full USPTO retrosynthesis dataset with 1.9M reactions from patents (1976-2016) (1) Given the product [CH3:1][S:2]([N:5]1[CH2:10][CH2:9][N:8]([C:11]2[CH:16]=[CH:15][C:14]([C:23]#[C:22][Si:19]([CH3:21])([CH3:20])[CH3:18])=[CH:13][CH:12]=2)[CH2:7][CH2:6]1)(=[O:4])=[O:3], predict the reactants needed to synthesize it. The reactants are: [CH3:1][S:2]([N:5]1[CH2:10][CH2:9][N:8]([C:11]2[CH:16]=[CH:15][C:14](Br)=[CH:13][CH:12]=2)[CH2:7][CH2:6]1)(=[O:4])=[O:3].[CH3:18][Si:19]([C:22]#[CH:23])([CH3:21])[CH3:20].C1(P(C2C=CC=CC=2)C2C=CC=CC=2)C=CC=CC=1. (2) Given the product [CH2:19]([C:15]1[CH:16]=[CH:17][CH:18]=[C:13]([C:12]2[NH:11][C:10]([CH:21]([CH3:23])[CH3:22])=[N:9][C:8]=2[C:4]2[CH:3]=[C:2]([C:31]3[CH:32]=[CH:33][C:28]([S:25]([CH3:24])(=[O:27])=[O:26])=[CH:29][CH:30]=3)[CH:7]=[CH:6][CH:5]=2)[N:14]=1)[CH3:20], predict the reactants needed to synthesize it. The reactants are: Br[C:2]1[CH:3]=[C:4]([C:8]2[N:9]=[C:10]([CH:21]([CH3:23])[CH3:22])[NH:11][C:12]=2[C:13]2[CH:18]=[CH:17][CH:16]=[C:15]([CH2:19][CH3:20])[N:14]=2)[CH:5]=[CH:6][CH:7]=1.[CH3:24][S:25]([C:28]1[CH:33]=[CH:32][C:31](B(O)O)=[CH:30][CH:29]=1)(=[O:27])=[O:26]. (3) Given the product [C:13]([CH2:12][NH:11][C:23](=[O:24])[O:22][CH2:15][C:16]1[CH:21]=[CH:20][CH:19]=[CH:18][CH:17]=1)#[N:14], predict the reactants needed to synthesize it. The reactants are: C([O-])(O)=O.[Na+].S(O)(O)(=O)=O.[NH2:11][CH2:12][C:13]#[N:14].[CH2:15]([O:22][C:23](Cl)=[O:24])[C:16]1[CH:21]=[CH:20][CH:19]=[CH:18][CH:17]=1. (4) Given the product [Cl:24][C:20]1[CH:19]=[C:18]([NH:17][C:16]([N:13]2[CH2:14][CH2:15][C:10]3[NH:9][N:8]=[C:7]([C:28]4[CH2:32][CH2:31][CH2:30][CH:29]=4)[C:11]=3[CH2:12]2)=[O:25])[CH:23]=[CH:22][CH:21]=1, predict the reactants needed to synthesize it. The reactants are: FC(F)(F)S(O[C:7]1[C:11]2[CH2:12][N:13]([C:16](=[O:25])[NH:17][C:18]3[CH:23]=[CH:22][CH:21]=[C:20]([Cl:24])[CH:19]=3)[CH2:14][CH2:15][C:10]=2[NH:9][N:8]=1)(=O)=O.[C:28]1([B-](F)(F)F)[CH2:32][CH2:31][CH2:30][CH:29]=1.[K+].[O-]P([O-])([O-])=O.[K+].[K+].[K+]. (5) The reactants are: [Br:1][C:2]1[N:7]=[C:6]([C:8](O)=O)[C:5]([O:11]C)=[CH:4][CH:3]=1.[F:13][C:14]1[CH:19]=[CH:18][CH:17]=[C:16]([NH2:20])[C:15]=1[NH2:21].C([O-])([O-])=O.[Na+].[Na+]. Given the product [Br:1][C:2]1[N:7]=[C:6]([C:8]2[NH:20][C:16]3[CH:17]=[CH:18][CH:19]=[C:14]([F:13])[C:15]=3[N:21]=2)[C:5]([OH:11])=[CH:4][CH:3]=1, predict the reactants needed to synthesize it.